Predict the reactants needed to synthesize the given product. From a dataset of Full USPTO retrosynthesis dataset with 1.9M reactions from patents (1976-2016). (1) Given the product [Cl:28][C:29]1[N:30]=[CH:31][C:32]([N:24]2[CH2:23][CH2:22][CH:21]([N:17]3[CH2:18][CH2:19][CH2:20][C@H:15]([NH:14][C:4]4[C:3]([F:2])=[CH:8][C:7]([S:9]([CH3:12])(=[O:11])=[O:10])=[CH:6][C:5]=4[F:13])[C:16]3=[O:27])[CH2:26][CH2:25]2)=[N:33][CH:34]=1, predict the reactants needed to synthesize it. The reactants are: Cl.[F:2][C:3]1[CH:8]=[C:7]([S:9]([CH3:12])(=[O:11])=[O:10])[CH:6]=[C:5]([F:13])[C:4]=1[NH:14][C@H:15]1[CH2:20][CH2:19][CH2:18][N:17]([CH:21]2[CH2:26][CH2:25][NH:24][CH2:23][CH2:22]2)[C:16]1=[O:27].[Cl:28][C:29]1[CH:34]=[N:33][C:32](Cl)=[CH:31][N:30]=1.CCN(C(C)C)C(C)C. (2) Given the product [CH:30]1([CH2:29][O:28][C:20]2[CH:21]=[CH:22][C:23]([CH:25]([F:27])[F:26])=[CH:24][C:19]=2[C:18]2[C:13]3[NH:12][C:11]([CH3:33])=[C:10]([C:8]([NH:7][C@@H:5]4[CH2:6][C@@H:2]([NH:1][C:35](=[O:38])[CH2:36][CH3:37])[CH2:3][C@H:4]4[F:34])=[O:9])[C:14]=3[N:15]=[CH:16][N:17]=2)[CH2:31][CH2:32]1, predict the reactants needed to synthesize it. The reactants are: [NH2:1][C@@H:2]1[CH2:6][C@@H:5]([NH:7][C:8]([C:10]2[C:14]3[N:15]=[CH:16][N:17]=[C:18]([C:19]4[CH:24]=[C:23]([CH:25]([F:27])[F:26])[CH:22]=[CH:21][C:20]=4[O:28][CH2:29][CH:30]4[CH2:32][CH2:31]4)[C:13]=3[NH:12][C:11]=2[CH3:33])=[O:9])[C@H:4]([F:34])[CH2:3]1.[C:35](Cl)(=[O:38])[CH2:36][CH3:37]. (3) Given the product [CH2:28]([O:27][C:25]([C:24]1[CH:15]([C:14]2[CH:13]=[C:12]([F:11])[C:19]([F:20])=[C:18]([F:21])[CH:17]=2)[C:6]2[CH:7]=[C:8]3[O:9][CH2:1][O:2][C:3]3=[CH:4][C:5]=2[O:10][C:22]=1[NH2:23])=[O:26])[CH3:29], predict the reactants needed to synthesize it. The reactants are: [CH2:1]1[O:9][C:8]2[CH:7]=[CH:6][C:5]([OH:10])=[CH:4][C:3]=2[O:2]1.[F:11][C:12]1[CH:13]=[C:14]([CH:17]=[C:18]([F:21])[C:19]=1[F:20])[CH:15]=O.[C:22]([CH2:24][C:25]([O:27][CH2:28][CH3:29])=[O:26])#[N:23].N1CCCCC1. (4) Given the product [Cl:19][C:15]1[CH:14]=[C:13]([C:10]2[N:9]=[C:8]([C:7]3[C:2]([O:25][CH2:24][CH2:23][CH:20]4[CH2:22][CH2:21]4)=[N:3][CH:4]=[CH:5][CH:6]=3)[O:12][N:11]=2)[CH:18]=[CH:17][CH:16]=1, predict the reactants needed to synthesize it. The reactants are: Cl[C:2]1[C:7]([C:8]2[O:12][N:11]=[C:10]([C:13]3[CH:18]=[CH:17][CH:16]=[C:15]([Cl:19])[CH:14]=3)[N:9]=2)=[CH:6][CH:5]=[CH:4][N:3]=1.[CH:20]1([CH2:23][CH2:24][OH:25])[CH2:22][CH2:21]1.[H-].[Na+]. (5) Given the product [Cl:1][C:2]1[CH:3]=[C:4]([N:8]2[N:12]=[C:11]([CH:13]([OH:14])[CH3:15])[CH:10]=[N:9]2)[CH:5]=[CH:6][CH:7]=1, predict the reactants needed to synthesize it. The reactants are: [Cl:1][C:2]1[CH:3]=[C:4]([N:8]2[N:12]=[C:11]([CH:13]=[O:14])[CH:10]=[N:9]2)[CH:5]=[CH:6][CH:7]=1.[CH3:15][Mg]Cl.C1COCC1.[NH4+].[Cl-]. (6) Given the product [IH:16].[Cl:1][C:2]1[CH:7]=[CH:6][C:5]([NH:8][C:9](=[NH:11])[S:10][CH3:17])=[CH:4][C:3]=1[C:12]([F:15])([F:13])[F:14], predict the reactants needed to synthesize it. The reactants are: [Cl:1][C:2]1[CH:7]=[CH:6][C:5]([NH:8][C:9]([NH2:11])=[S:10])=[CH:4][C:3]=1[C:12]([F:15])([F:14])[F:13].[I:16][CH3:17].